From a dataset of Full USPTO retrosynthesis dataset with 1.9M reactions from patents (1976-2016). Predict the reactants needed to synthesize the given product. (1) Given the product [Cl:10][C:11]1[CH:16]=[CH:15][C:14]([O:17][CH3:18])=[CH:13][C:12]=1[C:2]1[CH:8]=[CH:7][C:5]([NH2:6])=[C:4]([F:9])[CH:3]=1, predict the reactants needed to synthesize it. The reactants are: Br[C:2]1[CH:8]=[CH:7][C:5]([NH2:6])=[C:4]([F:9])[CH:3]=1.[Cl:10][C:11]1[CH:16]=[CH:15][C:14]([O:17][CH3:18])=[CH:13][C:12]=1B(O)O. (2) Given the product [C:1]([C:3]1[CH:8]=[CH:7][C:6]([N:9]([CH2:18][C:19]([F:20])([F:21])[F:22])[CH2:10][C:11]([OH:13])=[O:12])=[CH:5][C:4]=1[C:23]([F:24])([F:26])[F:25])#[N:2], predict the reactants needed to synthesize it. The reactants are: [C:1]([C:3]1[CH:8]=[CH:7][C:6]([N:9]([CH2:18][C:19]([F:22])([F:21])[F:20])[CH2:10][C:11]([O:13]C(C)(C)C)=[O:12])=[CH:5][C:4]=1[C:23]([F:26])([F:25])[F:24])#[N:2].C(O)(C(F)(F)F)=O.C([SiH](CC)CC)C. (3) The reactants are: [N:1]1([CH2:11][CH2:12][C:13]([OH:15])=O)[C:10]2[C:5](=[CH:6][CH:7]=[CH:8][CH:9]=2)[CH2:4][CH2:3][CH2:2]1.F[B-](F)(F)F.C1(=O)N(OC(N(C)C)=[N+](C)C)C(=O)CC1.C(N(CC)C(C)C)(C)C.[CH3:45][N:46]([CH3:50])[CH2:47][CH2:48][NH2:49]. Given the product [N:1]1([CH2:11][CH2:12][C:13]([NH:49][CH2:48][CH2:47][N:46]([CH3:50])[CH3:45])=[O:15])[C:10]2[C:5](=[CH:6][CH:7]=[CH:8][CH:9]=2)[CH2:4][CH2:3][CH2:2]1, predict the reactants needed to synthesize it. (4) The reactants are: [NH2:1][C:2]1[CH:7]=[C:6](Cl)[CH:5]=[CH:4][N:3]=1.[F:9][C:10]1[CH:15]=[CH:14][C:13](B(O)O)=[C:12]([O:19][CH3:20])[CH:11]=1.C(=O)([O-])[O-].[Na+].[Na+]. Given the product [F:9][C:10]1[CH:15]=[CH:14][C:13]([C:6]2[CH:5]=[CH:4][N:3]=[C:2]([NH2:1])[CH:7]=2)=[C:12]([O:19][CH3:20])[CH:11]=1, predict the reactants needed to synthesize it. (5) Given the product [Cl:1][C:2]1[CH:3]=[CH:4][C:5]([C:37]#[N:38])=[C:6]([C:8]2[C:13]([O:14][CH3:15])=[CH:12][N:11]([CH:16]([O:33][CH2:34][CH3:35])[C:17]([NH:19][C:20]3[CH:21]=[CH:22][C:23]([C:24]([OH:26])=[O:25])=[CH:31][CH:32]=3)=[O:18])[C:10](=[O:36])[CH:9]=2)[CH:7]=1, predict the reactants needed to synthesize it. The reactants are: [Cl:1][C:2]1[CH:3]=[CH:4][C:5]([C:37]#[N:38])=[C:6]([C:8]2[C:13]([O:14][CH3:15])=[CH:12][N:11]([CH:16]([O:33][CH2:34][CH3:35])[C:17]([NH:19][C:20]3[CH:32]=[CH:31][C:23]([C:24]([O:26]C(C)(C)C)=[O:25])=[CH:22][CH:21]=3)=[O:18])[C:10](=[O:36])[CH:9]=2)[CH:7]=1.C(O)(C(F)(F)F)=O. (6) Given the product [CH3:1][O:2][C:3]([N:5]1[C@H:13]2[C@H:8]([C@:9]([O:23][C:33](=[O:34])[C@@H:32]([N:31]([C:29]([O:28][C:24]([CH3:25])([CH3:27])[CH3:26])=[O:30])[CH3:40])[C@@H:36]([CH3:39])[CH2:37][CH3:38])([C:14]#[C:15][C:16]3[CH:17]=[C:18]([CH3:22])[CH:19]=[CH:20][CH:21]=3)[CH2:10][CH2:11][CH2:12]2)[CH2:7][CH2:6]1)=[O:4], predict the reactants needed to synthesize it. The reactants are: [CH3:1][O:2][C:3]([N:5]1[C@@H:13]2[C@@H:8]([C@@:9]([OH:23])([C:14]#[C:15][C:16]3[CH:17]=[C:18]([CH3:22])[CH:19]=[CH:20][CH:21]=3)[CH2:10][CH2:11][CH2:12]2)[CH2:7][CH2:6]1)=[O:4].[C:24]([O:28][C:29]([N:31]([CH3:40])[C@@H:32]([C@@H:36]([CH3:39])[CH2:37][CH3:38])[C:33](O)=[O:34])=[O:30])([CH3:27])([CH3:26])[CH3:25]. (7) Given the product [Cl:5][CH2:6][C:7]([C:16]1[CH:15]=[C:14]2[C:19](=[CH:18][CH:17]=1)[NH:10][C:11](=[O:20])[CH2:12][CH2:13]2)=[O:8], predict the reactants needed to synthesize it. The reactants are: [Al+3].[Cl-].[Cl-].[Cl-].[Cl:5][CH2:6][C:7](Cl)=[O:8].[NH:10]1[C:19]2[C:14](=[CH:15][CH:16]=[CH:17][CH:18]=2)[CH2:13][CH2:12][C:11]1=[O:20]. (8) Given the product [O:12]1[C:19]2[CH:18]=[C:17]([C:20]([O:22][CH:23]([O:11][C:9](=[O:10])[CH3:6])[CH:32]([CH3:33])[CH3:35])=[O:21])[NH:16][C:15]=2[CH:14]=[CH:13]1, predict the reactants needed to synthesize it. The reactants are: O1C2C=[C:6]([C:9]([OH:11])=[O:10])NC=2C=C1.[O:12]1[C:19]2[CH:18]=[C:17]([C:20]([O:22][CH2:23]Cl)=[O:21])[NH:16][C:15]=2[CH:14]=[CH:13]1.[Na+].[I-].CCN([CH2:32][CH3:33])CC.O1CCOC[CH2:35]1. (9) Given the product [CH2:24]([O:25][C:4]([C:6]1[CH:11]=[CH:10][NH:9][CH:8]=1)=[O:5])[CH3:23], predict the reactants needed to synthesize it. The reactants are: Br.BrC(C)[C:4]([C:6]1[CH:11]=[CH:10][N:9]=[CH:8]C=1)=[O:5].N1C=CC(C2NC(C3C=CN=CC=3)=C[C:23]=2[C:24](O)=[O:25])=CC=1.C([O-])(=O)C.[NH4+]. (10) The reactants are: [C:1]([O:5][C:6](=[O:26])[NH:7][CH:8]([OH:25])[C@@H:9]1[O:13][C:12](=[O:14])[N:11]([CH2:15][C:16]2[CH:21]=[CH:20][CH:19]=[C:18]([CH:22]([CH3:24])[CH3:23])[CH:17]=2)[CH2:10]1)([CH3:4])([CH3:3])[CH3:2].[C:27](OC(=O)C)(=[O:29])[CH3:28]. Given the product [C:1]([O:5][C:6](=[O:26])[NH:7][CH:8]([O:25][C:27](=[O:29])[CH3:28])[C@@H:9]1[O:13][C:12](=[O:14])[N:11]([CH2:15][C:16]2[CH:21]=[CH:20][CH:19]=[C:18]([CH:22]([CH3:23])[CH3:24])[CH:17]=2)[CH2:10]1)([CH3:2])([CH3:4])[CH3:3], predict the reactants needed to synthesize it.